From a dataset of Full USPTO retrosynthesis dataset with 1.9M reactions from patents (1976-2016). Predict the reactants needed to synthesize the given product. (1) Given the product [I:1][C:2]1[CH:3]=[C:4]([CH:7]=[C:8]([O:11][CH3:12])[C:9]=1[O:10][CH3:13])[CH:5]=[O:6], predict the reactants needed to synthesize it. The reactants are: [I:1][C:2]1[CH:3]=[C:4]([CH:7]=[C:8]([O:11][CH3:12])[C:9]=1[OH:10])[CH:5]=[O:6].[C:13]([O-])([O-])=O.[K+].[K+].IC. (2) Given the product [CH3:19][C:18]1([C:16]2[CH:15]=[CH:14][CH:13]=[C:12]([C:10]3[CH:9]=[N:8][N:7]([C:3]4[CH:2]=[N:1][CH:6]=[CH:5][CH:4]=4)[CH:11]=3)[N:17]=2)[O:34][CH2:33][CH2:32][O:20]1, predict the reactants needed to synthesize it. The reactants are: [N:1]1[CH:6]=[CH:5][CH:4]=[C:3]([N:7]2[CH:11]=[C:10]([C:12]3[N:17]=[C:16]([C:18](=[O:20])[CH3:19])[CH:15]=[CH:14][CH:13]=3)[CH:9]=[N:8]2)[CH:2]=1.C1(C)C=CC(S(O)(=O)=O)=CC=1.[CH2:32](O)[CH2:33][OH:34]. (3) Given the product [OH:26][C:21]1([C:19]#[C:20][C:2]2[CH:3]=[CH:4][C:5]3[O:15][CH2:14][CH2:13][C:12]4[S:11][C:10]([C:16]([NH2:18])=[O:17])=[N:9][C:8]=4[C:6]=3[CH:7]=2)[CH2:25][CH2:24][CH2:23][CH2:22]1, predict the reactants needed to synthesize it. The reactants are: Br[C:2]1[CH:3]=[CH:4][C:5]2[O:15][CH2:14][CH2:13][C:12]3[S:11][C:10]([C:16]([NH2:18])=[O:17])=[N:9][C:8]=3[C:6]=2[CH:7]=1.[C:19]([C:21]1([OH:26])[CH2:25][CH2:24][CH2:23][CH2:22]1)#[CH:20]. (4) Given the product [C:4]([CH:5]([NH:6][C:7]([C:9]1[C:13]([N+:14]([O-:16])=[O:15])=[CH:12][N:11]([CH:17]2[CH2:22][CH2:21][CH2:20][CH2:19][O:18]2)[N:10]=1)=[O:8])[CH2:31][CH:30]=[CH2:29])(=[O:3])[C:23]1[CH:28]=[CH:27][CH:26]=[CH:25][CH:24]=1, predict the reactants needed to synthesize it. The reactants are: [H-].[Na+].[O:3]=[C:4]([C:23]1[CH:28]=[CH:27][CH:26]=[CH:25][CH:24]=1)[CH2:5][NH:6][C:7]([C:9]1[C:13]([N+:14]([O-:16])=[O:15])=[CH:12][N:11]([CH:17]2[CH2:22][CH2:21][CH2:20][CH2:19][O:18]2)[N:10]=1)=[O:8].[CH2:29](Br)[CH:30]=[CH2:31]. (5) Given the product [F:29][C:14]1[C:13]([F:30])=[CH:12][C:11]([NH:10][C:2]2[C:7]([O:8][CH3:9])=[CH:6][CH:5]=[CH:4][N:3]=2)=[CH:16][C:15]=1[C@:17]1([CH3:28])[CH2:22][C@@H:21]([C:23]([F:24])([F:25])[F:26])[O:20][C:19]([NH2:27])=[N:18]1, predict the reactants needed to synthesize it. The reactants are: Br[C:2]1[C:7]([O:8][CH3:9])=[CH:6][CH:5]=[CH:4][N:3]=1.[NH2:10][C:11]1[CH:12]=[C:13]([F:30])[C:14]([F:29])=[C:15]([C@:17]2([CH3:28])[CH2:22][C@@H:21]([C:23]([F:26])([F:25])[F:24])[O:20][C:19]([NH2:27])=[N:18]2)[CH:16]=1.